From a dataset of Forward reaction prediction with 1.9M reactions from USPTO patents (1976-2016). Predict the product of the given reaction. (1) Given the reactants O[C:2]1[C:3]2[N:11]=[CH:10][CH:9]=[C:8]([C:12]([NH2:14])=[O:13])[C:4]=2[N:5]=[CH:6][N:7]=1.[N:15]1([CH2:19][C@@H:20]([NH2:35])[C:21]2[CH:26]=[CH:25][C:24]([C:27]([F:30])([F:29])[F:28])=[C:23]([C:31]([F:34])([F:33])[F:32])[CH:22]=2)[CH2:18][CH2:17][CH2:16]1, predict the reaction product. The product is: [N:15]1([CH2:19][C@@H:20]([NH:35][C:2]2[C:3]3[N:11]=[CH:10][CH:9]=[C:8]([C:12]([NH2:14])=[O:13])[C:4]=3[N:5]=[CH:6][N:7]=2)[C:21]2[CH:26]=[CH:25][C:24]([C:27]([F:29])([F:30])[F:28])=[C:23]([C:31]([F:32])([F:33])[F:34])[CH:22]=2)[CH2:18][CH2:17][CH2:16]1. (2) Given the reactants Cl[C:2]1[C:7]([C:8]2[CH:13]=[CH:12][CH:11]=[CH:10][CH:9]=2)=[CH:6][N:5]=[C:4]2[N:14]([S:17]([C:20]3[CH:25]=[CH:24][CH:23]=[CH:22][CH:21]=3)(=[O:19])=[O:18])[CH:15]=[CH:16][C:3]=12.[NH:26]1[CH2:31][CH2:30][NH:29][CH2:28][CH2:27]1.[CH3:32][C:33]([O:36][C:37](O[C:37]([O:36][C:33]([CH3:35])([CH3:34])[CH3:32])=[O:38])=[O:38])([CH3:35])[CH3:34].C([O-])([O-])=O.[Na+].[Na+], predict the reaction product. The product is: [C:8]1([C:7]2[C:2]([N:26]3[CH2:31][CH2:30][N:29]([C:37]([O:36][C:33]([CH3:35])([CH3:34])[CH3:32])=[O:38])[CH2:28][CH2:27]3)=[C:3]3[CH:16]=[CH:15][N:14]([S:17]([C:20]4[CH:25]=[CH:24][CH:23]=[CH:22][CH:21]=4)(=[O:19])=[O:18])[C:4]3=[N:5][CH:6]=2)[CH:13]=[CH:12][CH:11]=[CH:10][CH:9]=1. (3) Given the reactants Cl.[NH2:2][C@H:3]1[CH2:8][CH2:7][C@H:6]([NH:9][C:10]([C:12]2[C:16]3[N:17]=[CH:18][N:19]=[C:20]([C:21]4[CH:26]=[C:25]([CH3:27])[CH:24]=[CH:23][C:22]=4[O:28][CH2:29][CH:30]4[CH2:32][CH2:31]4)[C:15]=3[NH:14][C:13]=2[CH3:33])=[O:11])[CH2:5][CH2:4]1.C([O:37][CH2:38][C:39](Cl)=[O:40])(=O)C, predict the reaction product. The product is: [CH:30]1([CH2:29][O:28][C:22]2[CH:23]=[CH:24][C:25]([CH3:27])=[CH:26][C:21]=2[C:20]2[C:15]3[NH:14][C:13]([CH3:33])=[C:12]([C:10]([NH:9][C@H:6]4[CH2:7][CH2:8][C@H:3]([NH:2][C:38](=[O:37])[CH2:39][OH:40])[CH2:4][CH2:5]4)=[O:11])[C:16]=3[N:17]=[CH:18][N:19]=2)[CH2:31][CH2:32]1. (4) The product is: [C:1]([C:3](=[N:11][OH:12])[C:4]([NH:6][C:7]([CH3:10])([CH3:9])[CH3:8])=[O:5])#[N:2]. Given the reactants [C:1]([CH2:3][C:4]([NH:6][C:7]([CH3:10])([CH3:9])[CH3:8])=[O:5])#[N:2].[N:11](Cl)=[O:12].C(Cl)Cl, predict the reaction product. (5) Given the reactants S(C1C=CC(C)=CC=1)([O-])(=O)=O.[CH2:12]([O:17][C:18](=[O:24])[C@@H:19]([NH2:23])[CH:20]([CH3:22])[CH3:21])[C:13]([CH3:16])([CH3:15])[CH3:14].[P:25](Cl)(Cl)(=[O:37])[O:26][C:27]1[CH:28]=[C:29]2[C:34](=[CH:35][CH:36]=1)[N:33]=[CH:32][CH:31]=[CH:30]2.C(Cl)[Cl:41], predict the reaction product. The product is: [Cl:41][C:32]1[CH:31]=[CH:30][C:29]2[C:34](=[CH:35][CH:36]=[C:27]([O:26][P:25](=[N:23][C@@H:19]([CH:20]([CH3:21])[CH3:22])[C:18]([O:17][CH2:12][C:13]([CH3:15])([CH3:16])[CH3:14])=[O:24])=[O:37])[CH:28]=2)[N:33]=1. (6) Given the reactants [N+](=[CH:3][C:4]([O:6][CH2:7][CH3:8])=[O:5])=[N-].[CH2:9]([OH:11])[CH3:10], predict the reaction product. The product is: [CH2:7]([O:6][C:4](=[O:5])[CH2:3][O:11][CH:9]1[CH2:3][CH2:4][O:6][CH2:7][CH2:10]1)[CH3:8]. (7) The product is: [CH2:9]1[C:10]2[C:15](=[CH:14][C:13]([C:37](=[O:39])[CH3:38])=[CH:12][CH:11]=2)[CH2:16][NH:8]1. Given the reactants C(OC([N:8]1[CH2:16][C:15]2[C:10](=[CH:11][CH:12]=[C:13](I)[CH:14]=2)[CH2:9]1)=O)(C)(C)C.C1([As](C2C=CC=CC=2)C2C=CC=CC=2)C=CC=CC=1.[CH2:37]([O:39]C([Sn](CCCC)(CCCC)CCCC)=C)[CH3:38], predict the reaction product. (8) Given the reactants Br[C:2]1[CH:3]=[C:4]([NH:9][S:10]([C:13]2[CH:18]=[CH:17][C:16]([F:19])=[CH:15][C:14]=2[F:20])(=[O:12])=[O:11])[CH:5]=[C:6]([OH:8])[CH:7]=1.[B:21]1([B:21]2[O:25][C:24]([CH3:27])([CH3:26])[C:23]([CH3:29])([CH3:28])[O:22]2)[O:25][C:24]([CH3:27])([CH3:26])[C:23]([CH3:29])([CH3:28])[O:22]1.C([O-])(=O)C.[K+].O, predict the reaction product. The product is: [F:20][C:14]1[CH:15]=[C:16]([F:19])[CH:17]=[CH:18][C:13]=1[S:10]([NH:9][C:4]1[CH:3]=[C:2]([B:21]2[O:25][C:24]([CH3:27])([CH3:26])[C:23]([CH3:29])([CH3:28])[O:22]2)[CH:7]=[C:6]([OH:8])[CH:5]=1)(=[O:12])=[O:11]. (9) Given the reactants N1C=CC=CC=1.[CH3:7][C:8]1([CH2:18][OH:19])[CH2:17][CH2:16][C:11]2([O:15][CH2:14][CH2:13][O:12]2)[CH2:10][CH2:9]1, predict the reaction product. The product is: [CH3:7][C:8]1([CH:18]=[O:19])[CH2:17][CH2:16][C:11]2([O:12][CH2:13][CH2:14][O:15]2)[CH2:10][CH2:9]1.